This data is from Catalyst prediction with 721,799 reactions and 888 catalyst types from USPTO. The task is: Predict which catalyst facilitates the given reaction. Reactant: Cl[C:2]1[CH:3]=[CH:4][C:5]([N+:26]([O-:28])=[O:27])=[C:6]([CH:25]=1)[C:7]([NH:9][C:10]1[S:11][C:12]([C:15]2[CH:20]=[CH:19][CH:18]=[C:17]([C:21]([F:24])([F:23])[F:22])[CH:16]=2)=[CH:13][N:14]=1)=[O:8].[NH:29]1[CH2:34][CH2:33][CH2:32][CH2:31][CH2:30]1. Product: [N+:26]([C:5]1[CH:4]=[CH:3][C:2]([N:29]2[CH2:34][CH2:33][CH2:32][CH2:31][CH2:30]2)=[CH:25][C:6]=1[C:7]([NH:9][C:10]1[S:11][C:12]([C:15]2[CH:20]=[CH:19][CH:18]=[C:17]([C:21]([F:24])([F:23])[F:22])[CH:16]=2)=[CH:13][N:14]=1)=[O:8])([O-:28])=[O:27]. The catalyst class is: 42.